This data is from NCI-60 drug combinations with 297,098 pairs across 59 cell lines. The task is: Regression. Given two drug SMILES strings and cell line genomic features, predict the synergy score measuring deviation from expected non-interaction effect. Drug 1: C1=NC2=C(N=C(N=C2N1C3C(C(C(O3)CO)O)O)F)N. Drug 2: CNC(=O)C1=NC=CC(=C1)OC2=CC=C(C=C2)NC(=O)NC3=CC(=C(C=C3)Cl)C(F)(F)F. Cell line: HCT-15. Synergy scores: CSS=-6.41, Synergy_ZIP=3.10, Synergy_Bliss=-0.993, Synergy_Loewe=-1.75, Synergy_HSA=-6.20.